This data is from Peptide-MHC class I binding affinity with 185,985 pairs from IEDB/IMGT. The task is: Regression. Given a peptide amino acid sequence and an MHC pseudo amino acid sequence, predict their binding affinity value. This is MHC class I binding data. (1) The peptide sequence is ALLAKRLGA. The MHC is HLA-B58:01 with pseudo-sequence HLA-B58:01. The binding affinity (normalized) is 0.0847. (2) The peptide sequence is LATAIAGAW. The MHC is HLA-B57:01 with pseudo-sequence HLA-B57:01. The binding affinity (normalized) is 0.818. (3) The peptide sequence is GSVNVVYTF. The MHC is Mamu-B01 with pseudo-sequence Mamu-B01. The binding affinity (normalized) is 0.747. (4) The peptide sequence is DFIGKTIGF. The MHC is HLA-A69:01 with pseudo-sequence HLA-A69:01. The binding affinity (normalized) is 0.0847.